This data is from Experimentally validated miRNA-target interactions with 360,000+ pairs, plus equal number of negative samples. The task is: Binary Classification. Given a miRNA mature sequence and a target amino acid sequence, predict their likelihood of interaction. (1) The miRNA is mmu-miR-3473b with sequence GGGCUGGAGAGAUGGCUCAG. The protein sequence of the target gene is MEKLYSENEGMASNQGKMENEEQPQDERKPEVTCTLEDKKLENEGKTENKGKTGDEEMLKDKGKPESEGEAKEGKSEREGESEMEGGSEREGKPEIEGKPESEGEPGSETRAAGKRPAEDDVPRKAKRKTNKGLAHYLKEYKEAIHDMNFSNEDMIREFDNMAKVQDEKRKSKQKLGAFLWMQRNLQDPFYPRGPREFRGGCRAPRRDIEDIPYV. Result: 0 (no interaction). (2) The miRNA is hsa-miR-5703 with sequence AGGAGAAGUCGGGAAGGU. The protein sequence of the target gene is MKALGAVLLALLLCGRPGRGQTQQEEEEEDEDHGPDDYDEEDEDEVEEEETNRLPGGRSRVLLRCYTCKSLPRDERCNLTQNCSHGQTCTTLIAHGNTESGLLTTHSTWCTDSCQPITKTVEGTQVTMTCCQSSLCNVPPWQSSRVQDPTGKGAGGPRGSSETVGAALLLNLLAGLGAMGARRP. Result: 1 (interaction).